Predict which catalyst facilitates the given reaction. From a dataset of Catalyst prediction with 721,799 reactions and 888 catalyst types from USPTO. (1) The catalyst class is: 2. Product: [Br:12][C:8]1[N:4]2[CH:5]=[CH:6][N:7]=[C:2]([Cl:1])[C:3]2=[N:10][C:9]=1[CH3:11]. Reactant: [Cl:1][C:2]1[C:3]2[N:4]([CH:8]=[C:9]([CH3:11])[N:10]=2)[CH:5]=[CH:6][N:7]=1.[Br:12]N1C(=O)CCC1=O. (2) Reactant: C([O:8][C:9]1[C:10]([CH2:28][OH:29])=[C:11]([CH2:26][OH:27])[C:12]([CH2:16][CH2:17][C:18]2[CH:23]=[CH:22][C:21]([O:24][CH3:25])=[CH:20][CH:19]=2)=[N:13][C:14]=1[CH3:15])C1C=CC=CC=1. Product: [OH:8][C:9]1[C:10]([CH2:28][OH:29])=[C:11]([CH2:26][OH:27])[C:12]([CH2:16][CH2:17][C:18]2[CH:23]=[CH:22][C:21]([O:24][CH3:25])=[CH:20][CH:19]=2)=[N:13][C:14]=1[CH3:15]. The catalyst class is: 19. (3) Reactant: [CH3:1][O:2][CH2:3][C:4]1[CH:9]=[CH:8][C:7]([C:10]2[C:11]([N:16]3[CH2:21][CH2:20][N:19]([CH2:22][CH2:23][N:24]([CH3:34])[S:25]([C:28]4[CH:29]=[N:30][N:31]([CH3:33])[CH:32]=4)(=[O:27])=[O:26])[CH2:18][CH2:17]3)=[N:12][CH:13]=[CH:14][N:15]=2)=[CH:6][CH:5]=1.[C:35]([OH:44])(=[O:43])[C@@H:36]([C@H:38]([C:40]([OH:42])=[O:41])[OH:39])[OH:37]. Product: [C:40]([C@@H:38]([C@H:36]([C:35]([OH:44])=[O:43])[OH:37])[OH:39])([OH:42])=[O:41].[CH3:1][O:2][CH2:3][C:4]1[CH:9]=[CH:8][C:7]([C:10]2[C:11]([N:16]3[CH2:17][CH2:18][N:19]([CH2:22][CH2:23][N:24]([CH3:34])[S:25]([C:28]4[CH:29]=[N:30][N:31]([CH3:33])[CH:32]=4)(=[O:26])=[O:27])[CH2:20][CH2:21]3)=[N:12][CH:13]=[CH:14][N:15]=2)=[CH:6][CH:5]=1. The catalyst class is: 14. (4) Reactant: O[CH2:2][CH2:3][CH2:4][NH:5][C:6](=[O:12])[O:7][C:8]([CH3:11])([CH3:10])[CH3:9].C1(P(C2C=CC=CC=2)C2C=CC=CC=2)C=CC=CC=1.C(Br)(Br)(Br)[Br:33]. The catalyst class is: 4. Product: [Br:33][CH2:2][CH2:3][CH2:4][NH:5][C:6](=[O:12])[O:7][C:8]([CH3:11])([CH3:10])[CH3:9]. (5) Reactant: Br[C:2]1[CH:3]=[C:4]2[C:9](=[CH:10][CH:11]=1)[NH:8][C:7](=[O:12])[CH2:6][N:5]2[CH:13]([CH3:15])[CH3:14].[H-].[Na+].C([Li])CCC.[B:23](OC(C)C)([O:28]C(C)C)[O:24]C(C)C.Cl. Product: [CH:13]([N:5]1[C:4]2[C:9](=[CH:10][CH:11]=[C:2]([B:23]([OH:28])[OH:24])[CH:3]=2)[NH:8][C:7](=[O:12])[CH2:6]1)([CH3:15])[CH3:14]. The catalyst class is: 56. (6) Reactant: [OH-].[Li+].[C:3]([O:7][CH:8]([C:14]1[C:18]([C:19]2[CH:20]=[CH:21][C:22]3[O:27][CH2:26][CH2:25][CH2:24][C:23]=3[CH:28]=2)=[C:17]([C:29]2[CH:34]=[CH:33][N:32]=[C:31]([F:35])[CH:30]=2)[S:16][C:15]=1[CH3:36])[C:9]([O:11]CC)=[O:10])([CH3:6])([CH3:5])[CH3:4]. Product: [C:3]([O:7][CH:8]([C:14]1[C:18]([C:19]2[CH:20]=[CH:21][C:22]3[O:27][CH2:26][CH2:25][CH2:24][C:23]=3[CH:28]=2)=[C:17]([C:29]2[CH:34]=[CH:33][N:32]=[C:31]([F:35])[CH:30]=2)[S:16][C:15]=1[CH3:36])[C:9]([OH:11])=[O:10])([CH3:6])([CH3:5])[CH3:4]. The catalyst class is: 7. (7) Reactant: [CH3:1][C:2]1[CH:7]=[CH:6][C:5]([CH3:8])=[CH:4][C:3]=1[OH:9].Cl.O.[NH:12]1[CH2:17][CH2:16][C:15](=O)[CH2:14][CH2:13]1.Cl. Product: [CH3:1][C:2]1[CH:7]=[C:6]([C:15]2[CH2:16][CH2:17][NH:12][CH2:13][CH:14]=2)[C:5]([CH3:8])=[CH:4][C:3]=1[OH:9]. The catalyst class is: 15. (8) Reactant: [F:1][C:2]1[CH:20]=[C:19]([S:21]([CH3:24])(=[O:23])=[O:22])[C:18]([F:25])=[CH:17][C:3]=1[O:4][C@H:5]1[CH2:9][CH2:8][N:7]([CH:10]2[CH2:15][CH2:14][NH:13][CH2:12][CH2:11]2)[C:6]1=[O:16].[C:26]([C:30]1[N:34]=[C:33](Cl)[S:32][N:31]=1)([CH3:29])([CH3:28])[CH3:27].C(N(CC)CC)C. The catalyst class is: 14. Product: [C:26]([C:30]1[N:34]=[C:33]([N:13]2[CH2:14][CH2:15][CH:10]([N:7]3[CH2:8][CH2:9][C@H:5]([O:4][C:3]4[CH:17]=[C:18]([F:25])[C:19]([S:21]([CH3:24])(=[O:23])=[O:22])=[CH:20][C:2]=4[F:1])[C:6]3=[O:16])[CH2:11][CH2:12]2)[S:32][N:31]=1)([CH3:29])([CH3:28])[CH3:27].